This data is from Forward reaction prediction with 1.9M reactions from USPTO patents (1976-2016). The task is: Predict the product of the given reaction. Given the reactants C1C(C=O)=CC(Br)=CC=1C=O.O1C2C=CC(B(O)O)=CC=2OC1.NCCCNCCCNC(=O)OC(C)(C)C.[ClH:40].[O:41]1[C:45]2[CH:46]=[CH:47][C:48]([C:50]3[CH:51]=[C:52]([CH2:66][NH:67][CH2:68][CH2:69][CH2:70][NH:71][CH2:72][CH2:73][CH2:74][NH2:75])[CH:53]=[C:54]([CH2:56][NH:57][CH2:58][CH2:59][CH2:60][NH:61][CH2:62][CH2:63][CH2:64][NH2:65])[CH:55]=3)=[CH:49][C:44]=2[O:43][CH2:42]1, predict the reaction product. The product is: [Cl-:40].[O:41]1[C:45]2[CH:46]=[CH:47][C:48]([C:50]3[CH:55]=[C:54]([CH2:56][NH2+:57][CH2:58][CH2:59][CH2:60][NH2+:61][CH2:62][CH2:63][CH2:64][NH3+:65])[CH:53]=[C:52]([CH2:66][NH2+:67][CH2:68][CH2:69][CH2:70][NH2+:71][CH2:72][CH2:73][CH2:74][NH3+:75])[CH:51]=3)=[CH:49][C:44]=2[O:43][CH2:42]1.[Cl-:40].[Cl-:40].[Cl-:40].[Cl-:40].[Cl-:40].